Task: Predict the reactants needed to synthesize the given product.. Dataset: Full USPTO retrosynthesis dataset with 1.9M reactions from patents (1976-2016) Given the product [CH3:21][CH:20]([CH3:22])[C@H:19]([NH:23][C:24](=[O:27])[O:25][CH3:26])[C:18](=[O:28])[N:14]1[CH2:15][CH2:16][CH2:17][C@H:13]1[C:11]1[NH:12][C:8]([C:5]2[CH:6]=[CH:7][C:2]([B:32]3[O:36][C:35]([CH3:38])([CH3:37])[C:34]([CH3:40])([CH3:39])[O:33]3)=[C:3]([C:29]#[C:30][CH3:31])[CH:4]=2)=[CH:9][N:10]=1, predict the reactants needed to synthesize it. The reactants are: Br[C:2]1[CH:7]=[CH:6][C:5]([C:8]2[NH:12][C:11]([C@@H:13]3[CH2:17][CH2:16][CH2:15][N:14]3[C:18](=[O:28])[C@@H:19]([NH:23][C:24](=[O:27])[O:25][CH3:26])[CH:20]([CH3:22])[CH3:21])=[N:10][CH:9]=2)=[CH:4][C:3]=1[C:29]#[C:30][CH3:31].[B:32]1([B:32]2[O:36][C:35]([CH3:38])([CH3:37])[C:34]([CH3:40])([CH3:39])[O:33]2)[O:36][C:35]([CH3:38])([CH3:37])[C:34]([CH3:40])([CH3:39])[O:33]1.CC([O-])=O.[K+].